From a dataset of Catalyst prediction with 721,799 reactions and 888 catalyst types from USPTO. Predict which catalyst facilitates the given reaction. (1) The catalyst class is: 231. Reactant: Cl[C:2]1[N:7]=[C:6]([NH:8][C@H:9]([CH2:13][CH3:14])[C:10]([NH2:12])=[O:11])[C:5]([F:15])=[CH:4][C:3]=1[C:16]#[N:17].[NH2:18][C:19]1[CH:20]=[C:21]2[C:26](=[CH:27][CH:28]=1)[N:25]=[CH:24][CH:23]=[CH:22]2.C1C=CC(P(C2C(C3C(P(C4C=CC=CC=4)C4C=CC=CC=4)=CC=C4C=3C=CC=C4)=C3C(C=CC=C3)=CC=2)C2C=CC=CC=2)=CC=1.C(=O)([O-])[O-].[Cs+].[Cs+]. Product: [C:16]([C:3]1[CH:4]=[C:5]([F:15])[C:6]([NH:8][C@H:9]([CH2:13][CH3:14])[C:10]([NH2:12])=[O:11])=[N:7][C:2]=1[NH:18][C:19]1[CH:20]=[C:21]2[C:26](=[CH:27][CH:28]=1)[N:25]=[CH:24][CH:23]=[CH:22]2)#[N:17]. (2) Reactant: [OH:1][C:2]1[CH:7]=[CH:6][CH:5]=[CH:4][C:3]=1[N:8]1[C:17](=[O:18])[C:16]2[C:11](=[CH:12][CH:13]=[CH:14][CH:15]=2)[N:10]=[C:9]1[CH:19]([N:21]1[CH2:26][CH2:25][NH:24][CH2:23][CH2:22]1)[CH3:20].[Cl:27][C:28]1[CH:38]=[CH:37][C:31]([O:32][CH2:33][C:34](Cl)=[O:35])=[CH:30][CH:29]=1. The catalyst class is: 22. Product: [Cl:27][C:28]1[CH:38]=[CH:37][C:31]([O:32][CH2:33][C:34]([N:24]2[CH2:23][CH2:22][N:21]([CH:19]([C:9]3[N:8]([C:3]4[CH:4]=[CH:5][CH:6]=[CH:7][C:2]=4[OH:1])[C:17](=[O:18])[C:16]4[C:11](=[CH:12][CH:13]=[CH:14][CH:15]=4)[N:10]=3)[CH3:20])[CH2:26][CH2:25]2)=[O:35])=[CH:30][CH:29]=1. (3) Reactant: [Cl:1][C:2]1[CH:7]=[CH:6][C:5]([CH:8](O)[C:9]2[N:13]([CH:14]([CH3:16])[CH3:15])[C:12]([CH:17]3[CH2:21][CH2:20][O:19][CH2:18]3)=[N:11][C:10]=2[C:22]([O:24]CC)=O)=[CH:4][CH:3]=1.CS(OS(C)(=O)=O)(=O)=O.[CH3:37][N:38]1[C:42]2[CH:43]=[C:44]([NH2:48])[CH:45]=[C:46]([CH3:47])[C:41]=2[N:40]=[N:39]1. Product: [Cl:1][C:2]1[CH:7]=[CH:6][C:5]([CH:8]2[C:9]3[N:13]([CH:14]([CH3:15])[CH3:16])[C:12]([CH:17]4[CH2:21][CH2:20][O:19][CH2:18]4)=[N:11][C:10]=3[C:22](=[O:24])[N:48]2[C:44]2[CH:45]=[C:46]([CH3:47])[C:41]3[N:40]=[N:39][N:38]([CH3:37])[C:42]=3[CH:43]=2)=[CH:4][CH:3]=1. The catalyst class is: 326. (4) Reactant: [CH2:1]([O:8][C:9]([NH:11][C@H:12]([C:17]([OH:19])=O)[C:13]([CH3:16])([CH3:15])[CH3:14])=[O:10])[C:2]1[CH:7]=[CH:6][CH:5]=[CH:4][CH:3]=1.C(N(C(C)C)CC)(C)C.[B-](F)(F)(F)F.CN(C(ON1C(=O)C=CC=C1)=[N+](C)C)C.[OH:49][C:50]1[CH:90]=[C:89]([O:91][CH3:92])[CH:88]=[CH:87][C:51]=1[CH2:52][NH:53][C:54]([C@@H:56]([NH:60][C:61](=[O:86])[C@H:62]([NH:74][CH2:75][C:76]1[C:85]2[C:80](=[CH:81][CH:82]=[CH:83][CH:84]=2)[CH:79]=[CH:78][CH:77]=1)[C@H:63]([OH:73])[C@@H:64]([NH2:72])[CH2:65][C:66]1[CH:71]=[CH:70][CH:69]=[CH:68][CH:67]=1)[CH:57]([CH3:59])[CH3:58])=[O:55]. Product: [CH2:1]([O:8][C:9](=[O:10])[NH:11][C@H:12]([C:17](=[O:19])[NH:72][C@@H:64]([CH2:65][C:66]1[CH:67]=[CH:68][CH:69]=[CH:70][CH:71]=1)[C@@H:63]([OH:73])[C@H:62]([C:61](=[O:86])[NH:60][C@H:56]([C:54](=[O:55])[NH:53][CH2:52][C:51]1[CH:87]=[CH:88][C:89]([O:91][CH3:92])=[CH:90][C:50]=1[OH:49])[CH:57]([CH3:58])[CH3:59])[NH:74][CH2:75][C:76]1[C:85]2[C:80](=[CH:81][CH:82]=[CH:83][CH:84]=2)[CH:79]=[CH:78][CH:77]=1)[C:13]([CH3:14])([CH3:15])[CH3:16])[C:2]1[CH:3]=[CH:4][CH:5]=[CH:6][CH:7]=1. The catalyst class is: 675. (5) Reactant: [NH2:1][C:2]1[C:3](Cl)=[N:4][CH:5]=[N:6][C:7]=1[Cl:8].[CH3:10][O:11][C:12]1[CH:19]=[CH:18][C:15]([CH2:16][NH2:17])=[CH:14][CH:13]=1.C(N(C(C)C)CC)(C)C. Product: [NH2:1][C:2]1[C:7]([Cl:8])=[N:6][CH:5]=[N:4][C:3]=1[NH:17][CH2:16][C:15]1[CH:18]=[CH:19][C:12]([O:11][CH3:10])=[CH:13][CH:14]=1. The catalyst class is: 8. (6) Reactant: [Cl:1][C:2]1[NH:6][C:5]2[C:7]([C:17]([O:19][CH3:20])=[O:18])=[CH:8][C:9]([N:11]3[CH2:16][CH2:15][O:14][CH2:13][CH2:12]3)=[CH:10][C:4]=2[N:3]=1.C(=O)([O-])[O-].[K+].[K+].Br[CH2:28][C:29]1[CH:34]=[CH:33][CH:32]=[C:31]([C:35]([F:38])([F:37])[F:36])[C:30]=1[CH3:39].O. Product: [Cl:1][C:2]1[N:3]([CH2:28][C:29]2[CH:34]=[CH:33][CH:32]=[C:31]([C:35]([F:36])([F:37])[F:38])[C:30]=2[CH3:39])[C:4]2[CH:10]=[C:9]([N:11]3[CH2:16][CH2:15][O:14][CH2:13][CH2:12]3)[CH:8]=[C:7]([C:17]([O:19][CH3:20])=[O:18])[C:5]=2[N:6]=1. The catalyst class is: 9. (7) Reactant: [NH2:1][C:2]1[S:3][C:4]2[CH2:17][CH:16]([C:18]([O:20][CH2:21][CH3:22])=[O:19])[CH2:15][CH2:14][C:5]=2[C:6]=1[C:7]([O:9]C(C)(C)C)=[O:8]. Product: [NH2:1][C:2]1[S:3][C:4]2[CH2:17][CH:16]([C:18]([O:20][CH2:21][CH3:22])=[O:19])[CH2:15][CH2:14][C:5]=2[C:6]=1[C:7]([OH:9])=[O:8]. The catalyst class is: 81.